Dataset: Forward reaction prediction with 1.9M reactions from USPTO patents (1976-2016). Task: Predict the product of the given reaction. The product is: [CH:1]1([N:4]([CH:18]2[CH2:23][CH2:22][N:21]([CH2:30][C:26]3[CH:25]=[N:24][CH:29]=[CH:28][CH:27]=3)[CH2:20][CH2:19]2)[S:5]([C:8]2[CH:13]=[CH:12][CH:11]=[C:10]([C:14]([F:17])([F:15])[F:16])[CH:9]=2)(=[O:6])=[O:7])[CH2:3][CH2:2]1. Given the reactants [CH:1]1([N:4]([CH:18]2[CH2:23][CH2:22][NH:21][CH2:20][CH2:19]2)[S:5]([C:8]2[CH:13]=[CH:12][CH:11]=[C:10]([C:14]([F:17])([F:16])[F:15])[CH:9]=2)(=[O:7])=[O:6])[CH2:3][CH2:2]1.[N:24]1[CH:29]=[CH:28][CH:27]=[C:26]([CH:30]=O)[CH:25]=1.C(O[BH-](OC(=O)C)OC(=O)C)(=O)C.[Na+], predict the reaction product.